Dataset: Forward reaction prediction with 1.9M reactions from USPTO patents (1976-2016). Task: Predict the product of the given reaction. (1) Given the reactants CS(O[CH2:6][CH2:7][CH2:8][C:9]1[N:10]([CH3:24])[C:11]2[C:16]([CH:17]=1)=[C:15]([O:18][CH3:19])[C:14]([O:20][CH3:21])=[C:13]([O:22][CH3:23])[CH:12]=2)(=O)=O.[NH:25]1[CH2:30][CH2:29][NH:28][CH2:27][CH2:26]1, predict the reaction product. The product is: [CH3:24][N:10]1[C:11]2[C:16](=[C:15]([O:18][CH3:19])[C:14]([O:20][CH3:21])=[C:13]([O:22][CH3:23])[CH:12]=2)[CH:17]=[C:9]1[CH2:8][CH2:7][CH2:6][N:25]1[CH2:30][CH2:29][N:28]([CH2:6][CH2:7][CH2:8][C:9]2[N:10]([CH3:24])[C:11]3[C:16]([CH:17]=2)=[C:15]([O:18][CH3:19])[C:14]([O:20][CH3:21])=[C:13]([O:22][CH3:23])[CH:12]=3)[CH2:27][CH2:26]1. (2) Given the reactants C[O:2][C:3](=[O:43])[C@H:4]([CH2:12][C:13]1[CH:18]=[C:17]([Cl:19])[C:16]([O:20][CH2:21][CH2:22][C:23]2[N:24]=[C:25]([C:28]3[CH:33]=[CH:32][CH:31]=[C:30]([O:34]CC4C=CC=CC=4)[CH:29]=3)[O:26][CH:27]=2)=[C:15]([Cl:42])[CH:14]=1)[NH:5]C(=O)C(F)(F)F.Cl, predict the reaction product. The product is: [Cl:19][C:17]1[CH:18]=[C:13]([CH:14]=[C:15]([Cl:42])[C:16]=1[O:20][CH2:21][CH2:22][C:23]1[N:24]=[C:25]([C:28]2[CH:33]=[CH:32][CH:31]=[C:30]([OH:34])[CH:29]=2)[O:26][CH:27]=1)[CH2:12][C@@H:4]([C:3]([OH:43])=[O:2])[NH2:5]. (3) Given the reactants [Si]([O:8][C@@H:9]1[C@@H:20]([CH3:21])[CH2:19][CH:18]=[CH:17][CH2:16][C@H:15]([CH:22]([CH3:24])[CH3:23])[O:14][C:13](=[O:25])[CH2:12][CH2:11][CH2:10]1)(C(C)(C)C)(C)C.N1C=CC=CC=1.F, predict the reaction product. The product is: [OH:8][C@@H:9]1[C@@H:20]([CH3:21])[CH2:19][CH:18]=[CH:17][CH2:16][C@H:15]([CH:22]([CH3:24])[CH3:23])[O:14][C:13](=[O:25])[CH2:12][CH2:11][CH2:10]1. (4) Given the reactants N(C(OC(C)C)=O)=NC(OC(C)C)=O.[CH3:15][C:16]1[N:21]=[C:20]([OH:22])[CH:19]=[CH:18][C:17]=1[N+:23]([O-:25])=[O:24].[C:26]([O:30][C:31]([N:33]1[CH2:38][CH2:37][CH:36](O)[CH2:35][CH2:34]1)=[O:32])([CH3:29])([CH3:28])[CH3:27].C1(P(C2C=CC=CC=2)C2C=CC=CC=2)C=CC=CC=1, predict the reaction product. The product is: [C:26]([O:30][C:31]([N:33]1[CH2:38][CH2:37][CH:36]([O:22][C:20]2[CH:19]=[CH:18][C:17]([N+:23]([O-:25])=[O:24])=[C:16]([CH3:15])[N:21]=2)[CH2:35][CH2:34]1)=[O:32])([CH3:29])([CH3:27])[CH3:28]. (5) Given the reactants [C:1]([N:4]1[CH2:9][CH2:8][C@H:7]([O:10][CH2:11][C:12]2[CH:17]=[C:16]([C:18]([F:21])([F:20])[F:19])[CH:15]=[C:14]([C:22]([F:25])([F:24])[F:23])[CH:13]=2)[C@H:6]([C:26]2[CH:31]=[CH:30][CH:29]=[CH:28][CH:27]=2)[CH2:5]1)(=O)[CH3:2].CO.[C:34]([OH:39])(=[O:38])[C:35]([OH:37])=[O:36], predict the reaction product. The product is: [C:34]([OH:39])(=[O:38])[C:35]([OH:37])=[O:36].[F:25][C:22]([F:23])([F:24])[C:14]1[CH:13]=[C:12]([CH:17]=[C:16]([C:18]([F:21])([F:20])[F:19])[CH:15]=1)[CH2:11][O:10][C@H:7]1[CH2:8][CH2:9][N:4]([CH2:1][CH3:2])[CH2:5][C@H:6]1[C:26]1[CH:31]=[CH:30][CH:29]=[CH:28][CH:27]=1. (6) Given the reactants [F:1][C:2]1[CH:3]=[C:4]([N:12]2[CH2:17][CH2:16][O:15][CH2:14][CH2:13]2)[C:5]([N+:9]([O-])=O)=[C:6]([NH2:8])[CH:7]=1, predict the reaction product. The product is: [F:1][C:2]1[CH:7]=[C:6]([NH2:8])[C:5]([NH2:9])=[C:4]([N:12]2[CH2:13][CH2:14][O:15][CH2:16][CH2:17]2)[CH:3]=1. (7) Given the reactants [Cl:1][C:2]1[N:7]=[C:6]([C:8]2[CH:9]=[C:10]([CH:17]=[CH:18][CH:19]=2)[CH2:11]OS(C)(=O)=O)[CH:5]=[CH:4][N:3]=1.[C:20]([O:24][C:25]([N:27]1[CH2:32][CH2:31][NH:30][CH2:29][C@@H:28]1[CH3:33])=[O:26])([CH3:23])([CH3:22])[CH3:21].C(N(C(C)C)CC)(C)C, predict the reaction product. The product is: [C:20]([O:24][C:25]([N:27]1[CH2:32][CH2:31][N:30]([CH2:11][C:10]2[CH:17]=[CH:18][CH:19]=[C:8]([C:6]3[CH:5]=[CH:4][N:3]=[C:2]([Cl:1])[N:7]=3)[CH:9]=2)[CH2:29][C@@H:28]1[CH3:33])=[O:26])([CH3:23])([CH3:21])[CH3:22].